Task: Predict the reactants needed to synthesize the given product.. Dataset: Full USPTO retrosynthesis dataset with 1.9M reactions from patents (1976-2016) (1) Given the product [Cl:1][C:2]1[CH:3]=[C:4]([N:8]([CH2:9][C:10]2[C:19]3[C:14](=[C:15]([F:20])[CH:16]=[CH:17][CH:18]=3)[NH:13][C:12](=[O:21])[CH:11]=2)[C:26](=[O:27])[C:25]2[CH:29]=[CH:30][CH:31]=[CH:32][C:24]=2[O:23][CH3:22])[CH:5]=[CH:6][CH:7]=1, predict the reactants needed to synthesize it. The reactants are: [Cl:1][C:2]1[CH:3]=[C:4]([NH:8][CH2:9][C:10]2[C:19]3[C:14](=[C:15]([F:20])[CH:16]=[CH:17][CH:18]=3)[NH:13][C:12](=[O:21])[CH:11]=2)[CH:5]=[CH:6][CH:7]=1.[CH3:22][O:23][C:24]1[CH:32]=[CH:31][CH:30]=[CH:29][C:25]=1[C:26](Cl)=[O:27]. (2) Given the product [F:1][C:2]1[CH:7]=[CH:6][C:5]([C:8]([C:16]2[CH:17]=[CH:18][C:19]([F:22])=[CH:20][CH:21]=2)=[CH:9][CH2:10][CH2:11][CH2:12][C:13]([N:38]2[CH2:39][CH2:40][N:35]([C:41](=[O:42])[C:43]3[CH:48]=[C:47]([O:49][CH3:50])[C:46]([O:51][CH3:52])=[C:45]([O:53][CH3:54])[CH:44]=3)[CH2:36][CH2:37]2)=[O:15])=[CH:4][CH:3]=1, predict the reactants needed to synthesize it. The reactants are: [F:1][C:2]1[CH:7]=[CH:6][C:5]([C:8]([C:16]2[CH:21]=[CH:20][C:19]([F:22])=[CH:18][CH:17]=2)=[CH:9][CH2:10][CH2:11][CH2:12][C:13]([OH:15])=O)=[CH:4][CH:3]=1.C1N=CN(C(N2C=NC=C2)=O)C=1.[N:35]1([C:41]([C:43]2[CH:48]=[C:47]([O:49][CH3:50])[C:46]([O:51][CH3:52])=[C:45]([O:53][CH3:54])[CH:44]=2)=[O:42])[CH2:40][CH2:39][NH:38][CH2:37][CH2:36]1. (3) Given the product [F:13][C:14]([F:22])([F:21])[CH:15]([O:20][C:5]([N:50]1[CH2:51][CH2:52][N:47]([CH2:46][C:34]2[CH:35]=[CH:36][C:37]([C:39]3[CH:44]=[CH:43][N:42]=[C:41]([CH3:45])[CH:40]=3)=[CH:38][C:33]=2[F:32])[CH2:48][CH2:49]1)=[O:11])[C:16]([F:19])([F:18])[F:17], predict the reactants needed to synthesize it. The reactants are: ClC(Cl)(O[C:5](=[O:11])OC(Cl)(Cl)Cl)Cl.[F:13][C:14]([F:22])([F:21])[CH:15]([OH:20])[C:16]([F:19])([F:18])[F:17].C(N(CC)C(C)C)(C)C.[F:32][C:33]1[CH:38]=[C:37]([C:39]2[CH:44]=[CH:43][N:42]=[C:41]([CH3:45])[CH:40]=2)[CH:36]=[CH:35][C:34]=1[CH2:46][N:47]1[CH2:52][CH2:51][NH:50][CH2:49][CH2:48]1. (4) Given the product [OH:2][CH:12]1[O:16][C:15](=[O:17])[CH:14]=[C:13]1[CH:18]=[C:19]([CH3:21])[CH3:20], predict the reactants needed to synthesize it. The reactants are: S(=O)(=O)(O)[OH:2].N1([CH:12]2[O:16][C:15](=[O:17])[CH:14]=[C:13]2[CH:18]=[C:19]([CH3:21])[CH3:20])CCN([CH:12]2[O:16][C:15](=[O:17])[CH:14]=[C:13]2[CH:18]=[C:19]([CH3:21])[CH3:20])CC1. (5) Given the product [Cl:1][C:2]1[CH:7]=[CH:6][CH:5]=[CH:4][C:3]=1[CH2:8][C:9]1[N:19]([C:14]2[CH:15]=[CH:16][CH:17]=[CH:18][C:13]=2[Cl:12])[C:20](=[S:23])[NH:21][N:22]=1, predict the reactants needed to synthesize it. The reactants are: [Cl:1][C:2]1[CH:7]=[CH:6][CH:5]=[CH:4][C:3]=1[CH2:8][C:9](O)=O.[Cl:12][C:13]1[CH:18]=[CH:17][CH:16]=[CH:15][C:14]=1[NH:19][C:20](=[S:23])[NH:21][NH2:22]. (6) Given the product [CH2:16]([NH:17][C:2](=[O:3])[O-:4])[CH3:15].[CH3:7][O:8][C:9]1[CH:10]=[CH:11][C:12]2[CH:13]([CH3:21])[CH:14]3[CH2:18][NH:17][CH2:16][CH:15]3[C:19]=2[CH:20]=1, predict the reactants needed to synthesize it. The reactants are: Cl[C:2]([O:4]CC)=[O:3].[CH3:7][O:8][C:9]1[CH:10]=[CH:11][C:12]2[CH:13]([CH3:21])[CH:14]3[CH2:18][NH:17][CH2:16][CH:15]3[C:19]=2[CH:20]=1. (7) The reactants are: [Cl:1][C:2]1[CH:7]=[C:6]([O:8][CH3:9])[CH:5]=[CH:4][C:3]=1[C:10]1[N:11]=[C:12]([N:16]([C:20]2[CH:25]=[C:24](C(O)=O)[CH:23]=[CH:22][C:21]=2[O:29][CH3:30])[CH2:17][CH2:18][CH3:19])[S:13][C:14]=1[CH3:15].[C:31]([O-:34])([O-])=O.[Cs+].[Cs+].[CH2:37](I)[CH3:38].CN(C)C=[O:43]. Given the product [ClH:1].[Cl:1][C:2]1[CH:7]=[C:6]([O:8][CH3:9])[CH:5]=[CH:4][C:3]=1[C:10]1[N:11]=[C:12]([N:16]([C:20]2[CH:21]([O:29][CH3:30])[C:22](=[C:31]=[O:34])[CH:23]=[C:24]([O:43][CH2:37][CH3:38])[CH:25]=2)[CH2:17][CH2:18][CH3:19])[S:13][C:14]=1[CH3:15], predict the reactants needed to synthesize it. (8) Given the product [CH3:12][C:11]1[S:13][C:8]2[CH:9]=[C:4]([O:3][C:2]([F:14])([F:1])[F:15])[CH:5]=[CH:6][C:7]=2[N:10]=1, predict the reactants needed to synthesize it. The reactants are: [F:1][C:2]([F:15])([F:14])[O:3][C:4]1[CH:9]=[CH:8][C:7]([NH:10][C:11](=[S:13])[CH3:12])=[CH:6][CH:5]=1.[OH-].[Na+].CCOC(C)=O. (9) Given the product [CH:1]1([C:4]2[NH:8][C:7]3[CH:9]=[C:10]([C:19]4[C:20]([CH3:25])=[N:21][O:22][C:23]=4[CH3:24])[CH:11]=[C:12]([C:13](=[O:14])[CH3:26])[C:6]=3[N:5]=2)[CH2:2][CH2:3]1, predict the reactants needed to synthesize it. The reactants are: [CH:1]1([C:4]2[NH:8][C:7]3[CH:9]=[C:10]([C:19]4[C:20]([CH3:25])=[N:21][O:22][C:23]=4[CH3:24])[CH:11]=[C:12]([C:13](N(OC)C)=[O:14])[C:6]=3[N:5]=2)[CH2:3][CH2:2]1.[CH3:26][Mg]Br.